This data is from Catalyst prediction with 721,799 reactions and 888 catalyst types from USPTO. The task is: Predict which catalyst facilitates the given reaction. (1) Reactant: C=O.[C:3](N)([CH3:6])([CH3:5])[CH3:4].C(=O)([O-])[O-].[NH4+:12].[NH4+:13].[CH:14]([CH:16]=O)=O.[C:18](=O)=O. Product: [C:3]([N:12]1[CH:16]=[CH:14][N:13]=[CH:18]1)([CH3:6])([CH3:5])[CH3:4]. The catalyst class is: 5. (2) Reactant: [Br:1][C:2]1[N:7]=[C:6]([NH2:8])[CH:5]=[CH:4][CH:3]=1.[Cl:9]N1C(=O)CCC1=O. Product: [Br:1][C:2]1[N:7]=[C:6]([NH2:8])[CH:5]=[CH:4][C:3]=1[Cl:9]. The catalyst class is: 115. (3) Reactant: [F:1][C:2]1[CH:35]=[C:34]([F:36])[C:33]([F:37])=[CH:32][C:3]=1[CH2:4][O:5][CH2:6][C@@H:7]1[CH2:11][C@@H:10]([S:12][C:13]([C:26]2[CH:31]=[CH:30][CH:29]=[CH:28][CH:27]=2)([C:20]2[CH:25]=[CH:24][CH:23]=[CH:22][CH:21]=2)[C:14]2[CH:19]=[CH:18][CH:17]=[CH:16][CH:15]=2)[CH2:9][NH:8]1.ClC1C=C(Cl)C=C(Cl)C=1[O:47][S:48](=O)(=[O:50])[NH2:49].C(N(CC)CC)C. Product: [F:1][C:2]1[CH:35]=[C:34]([F:36])[C:33]([F:37])=[CH:32][C:3]=1[CH2:4][O:5][CH2:6][C@@H:7]1[CH2:11][C@@H:10]([S:12][C:13]([C:20]2[CH:25]=[CH:24][CH:23]=[CH:22][CH:21]=2)([C:14]2[CH:15]=[CH:16][CH:17]=[CH:18][CH:19]=2)[C:26]2[CH:27]=[CH:28][CH:29]=[CH:30][CH:31]=2)[CH2:9][N:8]1[S:48]([NH2:49])(=[O:50])=[O:47]. The catalyst class is: 2. (4) Reactant: [SH:1][C:2]1[C:3]2[N:10]=[C:9]([CH2:11][OH:12])[S:8][C:4]=2[N:5]=[CH:6][N:7]=1.I[CH3:14]. The catalyst class is: 74. Product: [CH3:14][S:1][C:2]1[C:3]2[N:10]=[C:9]([CH2:11][OH:12])[S:8][C:4]=2[N:5]=[CH:6][N:7]=1. (5) Reactant: [OH:1][C@@H:2]1[C@H:6]2[N:7](C(OCC3C4C=CC=CC=4C4C3=CC=CC=4)=O)[CH2:8][C@H:9]([S:10][CH3:11])[C@H:5]2[O:4][CH2:3]1.Cl.O[C@@H]1[C@H]2N(C(OC(C)(C)C)=O)C[C@H](SC)[C@H]2OC1. Product: [CH3:11][S:10][C@H:9]1[CH2:8][NH:7][C@@H:6]2[C@@H:2]([OH:1])[CH2:3][O:4][C@H:5]12. The catalyst class is: 12. (6) Reactant: [CH:1]1([C:4]2[NH:8][C:7]3[C:9]([O:25]C)=[CH:10][CH:11]=[C:12]([NH:13][C:14]([NH:16][C:17]4[CH:22]=[CH:21][C:20]([O:23]C)=[CH:19][CH:18]=4)=[O:15])[C:6]=3[N:5]=2)[CH2:3][CH2:2]1.B(Br)(Br)Br.[NH4+].[OH-]. Product: [CH:1]1([C:4]2[NH:8][C:7]3[C:9]([OH:25])=[CH:10][CH:11]=[C:12]([NH:13][C:14]([NH:16][C:17]4[CH:18]=[CH:19][C:20]([OH:23])=[CH:21][CH:22]=4)=[O:15])[C:6]=3[N:5]=2)[CH2:2][CH2:3]1. The catalyst class is: 2. (7) Reactant: [CH3:1][C@H:2]1[CH2:7][NH:6][CH2:5][CH2:4][NH:3]1.[F:8][C:9]1[CH:14]=[CH:13][C:12]([C:15](=[O:18])[CH2:16][Br:17])=[CH:11][CH:10]=1. Product: [BrH:17].[F:8][C:9]1[CH:14]=[CH:13][C:12]([C:15](=[O:18])[CH2:16][N:6]2[CH2:5][CH2:4][NH:3][C@@H:2]([CH3:1])[CH2:7]2)=[CH:11][CH:10]=1. The catalyst class is: 32.